Task: Regression. Given a peptide amino acid sequence and an MHC pseudo amino acid sequence, predict their binding affinity value. This is MHC class I binding data.. Dataset: Peptide-MHC class I binding affinity with 185,985 pairs from IEDB/IMGT The peptide sequence is REFYLRVGF. The MHC is HLA-B08:01 with pseudo-sequence HLA-B08:01. The binding affinity (normalized) is 0.0847.